The task is: Predict the reaction yield, written as a fraction of the theoretical maximum amount of product (1.0 means a 100% yield; for example, 0.34 means a 34% yield).. This data is from Reaction yield outcomes from USPTO patents with 853,638 reactions. (1) The reactants are [CH:1]1[C:2]([C:10]([OH:12])=[O:11])=[CH:3][N:4]2[C:9]=1[CH2:8][CH2:7][CH2:6][CH2:5]2.[CH3:13]N(C=O)C.C(Cl)(=O)C(Cl)=O.C(N(CC)CC)C. The catalyst is CO.C(Cl)Cl. The product is [CH:1]1[C:2]([C:10]([O:12][CH3:13])=[O:11])=[CH:3][N:4]2[C:9]=1[CH2:8][CH2:7][CH2:6][CH2:5]2. The yield is 0.580. (2) The reactants are [F:1][C:2]1[CH:19]=[CH:18][C:5]([O:6][C:7]2[CH:15]=[CH:14][CH:13]=[C:12]([O:16][CH3:17])[C:8]=2[C:9](O)=[O:10])=[C:4]([NH:20][C:21]([NH:23][C:24]2[S:25][CH:26]=[CH:27][N:28]=2)=[O:22])[CH:3]=1.[CH3:29][NH2:30].C1COCC1. No catalyst specified. The product is [F:1][C:2]1[CH:19]=[CH:18][C:5]([O:6][C:7]2[CH:15]=[CH:14][CH:13]=[C:12]([O:16][CH3:17])[C:8]=2[C:9]([NH:30][CH3:29])=[O:10])=[C:4]([NH:20][C:21]([NH:23][C:24]2[S:25][CH:26]=[CH:27][N:28]=2)=[O:22])[CH:3]=1. The yield is 0.720. (3) The catalyst is CN1CCCC1=O. The reactants are C(=O)([O-])[O-].[K+].[K+].[C:7]([O:11][C:12](=[O:21])[NH:13][C:14]1[CH:19]=[CH:18][CH:17]=[C:16]([NH2:20])[CH:15]=1)([CH3:10])([CH3:9])[CH3:8].Br[CH2:23][CH2:24][CH2:25][CH2:26][CH2:27][C:28]1[CH:33]=[CH:32][CH:31]=[CH:30][CH:29]=1.[I-].[K+]. The yield is 0.780. The product is [C:7]([O:11][C:12](=[O:21])[NH:13][C:14]1[CH:19]=[CH:18][CH:17]=[C:16]([NH:20][CH2:23][CH2:24][CH2:25][CH2:26][CH2:27][C:28]2[CH:33]=[CH:32][CH:31]=[CH:30][CH:29]=2)[CH:15]=1)([CH3:10])([CH3:8])[CH3:9]. (4) The reactants are Br[C:2]1[CH:3]=[C:4]([CH:7]=[CH:8][C:9]=1[CH3:10])[C:5]#[N:6].[Li]CCCC.[B:16](OC(C)C)([O:21]C(C)C)[O:17]C(C)C. The catalyst is C1COCC1. The product is [C:5]([C:4]1[CH:7]=[CH:8][C:9]([CH3:10])=[C:2]([B:16]([OH:21])[OH:17])[CH:3]=1)#[N:6]. The yield is 0.200.